This data is from Full USPTO retrosynthesis dataset with 1.9M reactions from patents (1976-2016). The task is: Predict the reactants needed to synthesize the given product. Given the product [Br:13][C:3]1[C:2]([NH:1][CH:17]2[CH2:18][CH2:19][O:14][CH2:15][CH2:16]2)=[CH:11][C:10]([Cl:12])=[CH:9][C:4]=1[C:5]([O:7][CH3:8])=[O:6], predict the reactants needed to synthesize it. The reactants are: [NH2:1][C:2]1[C:3]([Br:13])=[C:4]([CH:9]=[C:10]([Cl:12])[CH:11]=1)[C:5]([O:7][CH3:8])=[O:6].[O:14]1[CH2:19][CH2:18][C:17](=O)[CH2:16][CH2:15]1.C(O)(=O)C.C(O[BH-](OC(=O)C)OC(=O)C)(=O)C.[Na+].C([O-])(O)=O.[Na+].